This data is from Full USPTO retrosynthesis dataset with 1.9M reactions from patents (1976-2016). The task is: Predict the reactants needed to synthesize the given product. (1) Given the product [CH2:1]([C:8]1[CH:9]=[C:10]([C:14](=[O:42])[CH2:15][CH:16]([OH:41])[C:17]2[NH:21][CH:20]=[CH:19][N:18]=2)[CH:11]=[CH:12][CH:13]=1)[C:2]1[CH:7]=[CH:6][CH:5]=[CH:4][CH:3]=1, predict the reactants needed to synthesize it. The reactants are: [CH2:1]([C:8]1[CH:9]=[C:10]([C:14](=[O:42])[CH2:15][CH:16]([OH:41])[C:17]2[N:18](C(C3C=CC=CC=3)(C3C=CC=CC=3)C3C=CC=CC=3)[CH:19]=[CH:20][N:21]=2)[CH:11]=[CH:12][CH:13]=1)[C:2]1[CH:7]=[CH:6][CH:5]=[CH:4][CH:3]=1.FC(F)(F)C(O)=O. (2) Given the product [CH3:4][S:1]([O:21][CH2:20][C@:15]12[CH2:16][C@H:17]1[CH2:18][O:19][CH:12]([C:6]1[CH:11]=[CH:10][CH:9]=[CH:8][CH:7]=1)[O:13][CH2:14]2)(=[O:3])=[O:2], predict the reactants needed to synthesize it. The reactants are: [S:1](Cl)([CH3:4])(=[O:3])=[O:2].[C:6]1([CH:12]2[O:19][CH2:18][C@H:17]3[C@:15]([CH2:20][OH:21])([CH2:16]3)[CH2:14][O:13]2)[CH:11]=[CH:10][CH:9]=[CH:8][CH:7]=1.C(N(CC)CC)C.O.